From a dataset of Full USPTO retrosynthesis dataset with 1.9M reactions from patents (1976-2016). Predict the reactants needed to synthesize the given product. (1) Given the product [CH3:18][N:19]1[CH:23]=[C:22]([NH:24][C:2]2[N:7]=[C:6]3[N:8]([CH2:11][CH:12]4[CH2:17][CH2:16][CH2:15][NH:14][CH2:13]4)[N:9]=[CH:10][C:5]3=[CH:4][N:3]=2)[CH:21]=[N:20]1, predict the reactants needed to synthesize it. The reactants are: Cl[C:2]1[N:7]=[C:6]2[N:8]([CH2:11][CH:12]3[CH2:17][CH2:16][CH2:15][NH:14][CH2:13]3)[N:9]=[CH:10][C:5]2=[CH:4][N:3]=1.[CH3:18][N:19]1[CH:23]=[C:22]([NH2:24])[CH:21]=[N:20]1.Cl. (2) Given the product [CH2:31]([O:33][C:34](=[O:47])[C:35]([O:45][CH3:46])([CH3:44])[CH2:36][C:37]1[CH:42]=[CH:41][C:40]([O:14][CH2:13][CH2:12][C:10]2[N:9]([CH2:25][CH2:26][CH3:27])[C:8](=[O:28])[N:7]([CH2:6][C:5]3[CH:4]=[CH:3][C:2]([CH3:1])=[CH:30][CH:29]=3)[CH:11]=2)=[CH:39][CH:38]=1)[CH3:32], predict the reactants needed to synthesize it. The reactants are: [CH3:1][C:2]1[CH:30]=[CH:29][C:5]([CH2:6][N:7]2[CH:11]=[C:10]([CH2:12][CH2:13][O:14]S(C3C=CC(C)=CC=3)(=O)=O)[N:9]([CH2:25][CH2:26][CH3:27])[C:8]2=[O:28])=[CH:4][CH:3]=1.[CH2:31]([O:33][C:34](=[O:47])[C:35]([O:45][CH3:46])([CH3:44])[CH2:36][C:37]1[CH:42]=[CH:41][C:40](O)=[CH:39][CH:38]=1)[CH3:32].C([O-])([O-])=O.[K+].[K+]. (3) Given the product [OH:24][C:19]1[CH:18]=[C:17]([C:15]([C@@H:4]2[C@:5]3([CH3:14])[C@H:10]([C:9]([CH3:13])([CH3:12])[CH2:8][CH2:7][CH2:6]3)[CH2:11][C@@H:2]([NH:1][C:54]([C:49]3[CH:50]=[N:51][CH:52]=[CH:53][N:48]=3)=[O:55])[C@H:3]2[CH3:25])=[O:16])[CH:22]=[C:21]([OH:23])[CH:20]=1, predict the reactants needed to synthesize it. The reactants are: [NH2:1][C@@H:2]1[CH2:11][C@@H:10]2[C@:5]([CH3:14])([CH2:6][CH2:7][CH2:8][C:9]2([CH3:13])[CH3:12])[C@@H:4]([C:15]([C:17]2[CH:18]=[C:19]([OH:24])[CH:20]=[C:21]([OH:23])[CH:22]=2)=[O:16])[C@@H:3]1[CH3:25].F[B-](F)(F)F.N1(OC(N(C)C)=[N+](C)C)C2C=CC=CC=2N=N1.[N:48]1[CH:53]=[CH:52][N:51]=[CH:50][C:49]=1[C:54](O)=[O:55].C(N(CC)C(C)C)(C)C. (4) Given the product [NH2:5][CH2:4][C:3]1[C:2]([OH:1])=[N:9][C:8]([CH3:10])=[CH:7][C:6]=1[O:11][CH3:12], predict the reactants needed to synthesize it. The reactants are: [OH:1][C:2]1[N:9]=[C:8]([CH3:10])[CH:7]=[C:6]([O:11][CH3:12])[C:3]=1[C:4]#[N:5].O.NN. (5) The reactants are: [Cl-].[O:2]=[C:3]1[NH:9][C:8]2[CH:10]=[CH:11][CH:12]=[CH:13][C:7]=2[O:6][CH:5]([C:14]2[CH:19]=[CH:18][CH:17]=[CH:16][CH:15]=2)[CH:4]1[NH3+:20].[F:21][C:22]1[CH:23]=[C:24]([CH2:29][C:30]([NH:32][C@H:33]([C:35](O)=[O:36])[CH3:34])=[O:31])[CH:25]=[C:26]([F:28])[CH:27]=1.C1C=CC2N(O)N=NC=2C=1.CN1CCOCC1.C(Cl)CCl. Given the product [F:21][C:22]1[CH:23]=[C:24]([CH2:29][C:30]([NH:32][CH:33]([CH3:34])[C:35]([NH:20][CH:4]2[C:3](=[O:2])[NH:9][C:8]3[CH:10]=[CH:11][CH:12]=[CH:13][C:7]=3[O:6][CH:5]2[C:14]2[CH:15]=[CH:16][CH:17]=[CH:18][CH:19]=2)=[O:36])=[O:31])[CH:25]=[C:26]([F:28])[CH:27]=1, predict the reactants needed to synthesize it. (6) Given the product [CH2:1]([N:8]1[C:16]2[C:15](=[O:17])[NH:14][C:13](=[O:18])[N:12]([CH2:26][CH2:27][CH2:28][CH2:29][CH3:30])[C:11]=2[N:10]=[CH:9]1)[C:2]1[CH:7]=[CH:6][CH:5]=[CH:4][CH:3]=1, predict the reactants needed to synthesize it. The reactants are: [CH2:1]([N:8]1[C:16]2[C:15](=[O:17])[NH:14][C:13](=[O:18])[NH:12][C:11]=2[N:10]=[CH:9]1)[C:2]1[CH:7]=[CH:6][CH:5]=[CH:4][CH:3]=1.C(=O)([O-])[O-].[Na+].[Na+].I[CH2:26][CH2:27][CH2:28][CH2:29][CH3:30]. (7) Given the product [NH2:12][C@@H:13]([CH2:14][S:15][CH2:8][C:7]1[CH:10]=[CH:11][C:4]([O:3][CH3:2])=[CH:5][CH:6]=1)[C:16]([OH:18])=[O:17], predict the reactants needed to synthesize it. The reactants are: Cl.[CH3:2][O:3][C:4]1[CH:11]=[CH:10][C:7]([CH2:8]O)=[CH:6][CH:5]=1.[NH2:12][C@H:13]([C:16]([OH:18])=[O:17])[CH2:14][SH:15].[OH-].[Na+]. (8) The reactants are: [C:1]([O:5][C:6](=[O:15])[NH:7][CH2:8][C:9]1[S:10][CH:11]=[C:12](Br)[CH:13]=1)([CH3:4])([CH3:3])[CH3:2].C[Li].C([Li])CCC.[CH2:23]([Sn:27](Cl)([CH2:32][CH2:33][CH2:34][CH3:35])[CH2:28][CH2:29][CH2:30][CH3:31])[CH2:24][CH2:25][CH3:26]. Given the product [CH2:32]([Sn:27]([CH2:23][CH2:24][CH2:25][CH3:26])([CH2:28][CH2:29][CH2:30][CH3:31])[C:12]1[CH:13]=[C:9]([CH2:8][NH:7][C:6](=[O:15])[O:5][C:1]([CH3:4])([CH3:3])[CH3:2])[S:10][CH:11]=1)[CH2:33][CH2:34][CH3:35], predict the reactants needed to synthesize it. (9) Given the product [P:1]([OH:35])([OH:27])([O:3][C:4]1[C:9]2[CH2:10][O:11][CH2:12][C:13]3[CH:18]=[C:17]([O:19][CH3:20])[C:16]([O:21][CH3:22])=[C:15]([O:23][CH3:24])[C:14]=3[C:8]=2[CH:7]=[CH:6][C:5]=1[O:25][CH3:26])=[O:2], predict the reactants needed to synthesize it. The reactants are: [P:1]([O:35]CC1C=CC=CC=1)([O:27]CC1C=CC=CC=1)([O:3][C:4]1[C:9]2[CH2:10][O:11][CH2:12][C:13]3[CH:18]=[C:17]([O:19][CH3:20])[C:16]([O:21][CH3:22])=[C:15]([O:23][CH3:24])[C:14]=3[C:8]=2[CH:7]=[CH:6][C:5]=1[O:25][CH3:26])=[O:2]. (10) Given the product [O:16]1[CH2:17][CH2:18][O:19][CH2:20][CH:15]1[C:14]1[C:8]2[S:7][C:6]([NH2:5])=[N:10][C:9]=2[C:11]([O:21][CH3:22])=[CH:12][CH:13]=1, predict the reactants needed to synthesize it. The reactants are: C(OC(=O)[NH:5][C:6]1[S:7][C:8]2[C:14]([CH:15]3[CH2:20][O:19][CH2:18][CH2:17][O:16]3)=[CH:13][CH:12]=[C:11]([O:21][CH3:22])[C:9]=2[N:10]=1)C.[OH-].[K+].